Dataset: Forward reaction prediction with 1.9M reactions from USPTO patents (1976-2016). Task: Predict the product of the given reaction. Given the reactants C[O:2][C:3](=[O:30])[CH2:4][O:5][C:6]1[CH:11]=[CH:10][C:9]([S:12][CH2:13][C:14]2[CH:19]=[CH:18][C:17]([O:20][CH2:21][C:22]3[CH:27]=[CH:26][C:25]([Cl:28])=[CH:24][CH:23]=3)=[CH:16][CH:15]=2)=[CH:8][C:7]=1[CH3:29].[K+].[Br-], predict the reaction product. The product is: [Cl:28][C:25]1[CH:24]=[CH:23][C:22]([CH2:21][O:20][C:17]2[CH:16]=[CH:15][C:14]([CH2:13][S:12][C:9]3[CH:10]=[CH:11][C:6]([O:5][CH2:4][C:3]([OH:30])=[O:2])=[C:7]([CH3:29])[CH:8]=3)=[CH:19][CH:18]=2)=[CH:27][CH:26]=1.